From a dataset of Catalyst prediction with 721,799 reactions and 888 catalyst types from USPTO. Predict which catalyst facilitates the given reaction. (1) Reactant: C([CH:14]1[CH2:15][CH2:16][CH2:17][N:13]1[N:13]1[CH2:17][CH2:16][CH2:15][CH2:14]1)(OC(C)(C)C)=O.Cl.C([N:22]([CH:25]([CH3:27])C)[CH2:23][CH3:24])(C)C.[Cl:28][CH2:29][C:30]1[CH:38]=[CH:37][C:33]([C:34](Cl)=[O:35])=[CH:32][CH:31]=1. Product: [N:22]1([CH:16]2[CH2:15][CH2:14][N:13]([C:34]([C:33]3[CH:37]=[CH:38][C:30]([CH2:29][Cl:28])=[CH:31][CH:32]=3)=[O:35])[CH2:17]2)[CH2:23][CH2:24][CH2:27][CH2:25]1. The catalyst class is: 225. (2) Reactant: [Cl:1][C:2]1[CH:8]=[C:7](I)[CH:6]=[CH:5][C:3]=1[NH2:4].CNCCNC.[NH:16]1[CH:20]=[CH:19][CH:18]=[N:17]1.C([O-])([O-])=O.[Cs+].[Cs+]. Product: [Cl:1][C:2]1[CH:8]=[C:7]([N:16]2[CH:20]=[CH:19][CH:18]=[N:17]2)[CH:6]=[CH:5][C:3]=1[NH2:4]. The catalyst class is: 122. (3) Reactant: ClC1C=C2C(C(N3CCN(C(NC4C=CC(C(F)(F)F)=CC=4)=O)CC3)=CC=N2)=CC=1.[Cl:31][C:32]1[CH:41]=[C:40]2[C:35]([C:36]([N:42]3[CH2:47][CH2:46][NH:45][CH2:44][CH2:43]3)=[CH:37][CH:38]=[N:39]2)=[CH:34][CH:33]=1.C(N(C(C)C)CC)(C)C.[C:57]([C:60]1[CH:65]=[CH:64][C:63]([N:66]=[C:67]=[O:68])=[CH:62][CH:61]=1)(=[O:59])[CH3:58]. Product: [C:57]([C:60]1[CH:65]=[CH:64][C:63]([NH:66][C:67]([N:45]2[CH2:46][CH2:47][N:42]([C:36]3[C:35]4[C:40](=[CH:41][C:32]([Cl:31])=[CH:33][CH:34]=4)[N:39]=[CH:38][CH:37]=3)[CH2:43][CH2:44]2)=[O:68])=[CH:62][CH:61]=1)(=[O:59])[CH3:58]. The catalyst class is: 61. (4) Reactant: [Si]([O:8][CH:9]1[CH2:14][N:13]2[C:15]([C:18]3[CH:23]=[CH:22][C:21]([C:24]4[O:28][C:27]([CH3:29])=[N:26][CH:25]=4)=[C:20]([O:30][CH3:31])[CH:19]=3)=[N:16][N:17]=[C:12]2[CH:11]([C:32]2[CH:37]=[CH:36][C:35]([F:38])=[C:34]([F:39])[CH:33]=2)[CH2:10]1)(C(C)(C)C)(C)C.[H-].[Na+].[CH2:42]=[O:43].O. Product: [F:39][C:34]1[CH:33]=[C:32]([C:11]2([CH2:42][OH:43])[CH2:10][CH:9]([OH:8])[CH2:14][N:13]3[C:15]([C:18]4[CH:23]=[CH:22][C:21]([C:24]5[O:28][C:27]([CH3:29])=[N:26][CH:25]=5)=[C:20]([O:30][CH3:31])[CH:19]=4)=[N:16][N:17]=[C:12]23)[CH:37]=[CH:36][C:35]=1[F:38]. The catalyst class is: 3.